This data is from Reaction yield outcomes from USPTO patents with 853,638 reactions. The task is: Predict the reaction yield, written as a fraction of the theoretical maximum amount of product (1.0 means a 100% yield; for example, 0.34 means a 34% yield). (1) The reactants are [C:1]([O:5][C:6]([N:8]1[CH2:13][CH2:12][C:11](=O)[CH2:10][CH2:9]1)=[O:7])([CH3:4])([CH3:3])[CH3:2].[C:15]([C:19]1[CH:25]=[CH:24][CH:23]=[CH:22][C:20]=1[NH2:21])([CH3:18])([CH3:17])[CH3:16].C(O)(=O)C.C(O[BH-](OC(=O)C)OC(=O)C)(=O)C.[Na+].C(=O)(O)[O-].[Na+]. The catalyst is ClCCCl. The product is [C:1]([O:5][C:6]([N:8]1[CH2:13][CH2:12][CH:11]([NH:21][C:20]2[CH:22]=[CH:23][CH:24]=[CH:25][C:19]=2[C:15]([CH3:18])([CH3:17])[CH3:16])[CH2:10][CH2:9]1)=[O:7])([CH3:4])([CH3:3])[CH3:2]. The yield is 0.830. (2) The reactants are [C:1]12([C:11]3[CH:21]=[CH:20][C:14]([O:15][CH2:16][C:17](O)=[O:18])=[CH:13][CH:12]=3)[CH2:10][CH:5]3[CH2:6][CH:7]([CH2:9][CH:3]([CH2:4]3)[CH2:2]1)[CH2:8]2.[N:22]1([CH2:28][CH2:29][OH:30])[CH2:27][CH2:26][NH:25][CH2:24][CH2:23]1. No catalyst specified. The product is [C:1]12([C:11]3[CH:12]=[CH:13][C:14]([O:15][CH2:16][C:17]([N:25]4[CH2:26][CH2:27][N:22]([CH2:28][CH2:29][OH:30])[CH2:23][CH2:24]4)=[O:18])=[CH:20][CH:21]=3)[CH2:2][CH:3]3[CH2:9][CH:7]([CH2:6][CH:5]([CH2:4]3)[CH2:10]1)[CH2:8]2. The yield is 0.903.